From a dataset of Peptide-MHC class II binding affinity with 134,281 pairs from IEDB. Regression. Given a peptide amino acid sequence and an MHC pseudo amino acid sequence, predict their binding affinity value. This is MHC class II binding data. (1) The peptide sequence is PTPVNIIGRNMLTQIGC. The MHC is H-2-IAd with pseudo-sequence H-2-IAd. The binding affinity (normalized) is 0.394. (2) The peptide sequence is YDKFLANVSTVLTPK. The MHC is DRB1_1101 with pseudo-sequence DRB1_1101. The binding affinity (normalized) is 0.547. (3) The peptide sequence is LVKFVAGDGDVVAVD. The MHC is DRB1_1001 with pseudo-sequence DRB1_1001. The binding affinity (normalized) is 0.461. (4) The peptide sequence is EKKEFAATQFEPLAA. The MHC is HLA-DPA10201-DPB10101 with pseudo-sequence HLA-DPA10201-DPB10101. The binding affinity (normalized) is 0.868. (5) The peptide sequence is EGTVDFIFGEARSLY. The binding affinity (normalized) is 0.562. The MHC is DRB5_0101 with pseudo-sequence DRB5_0101. (6) The peptide sequence is ALRIIAGTPEVHAVK. The MHC is DRB1_0101 with pseudo-sequence DRB1_0101. The binding affinity (normalized) is 0.672.